From a dataset of Full USPTO retrosynthesis dataset with 1.9M reactions from patents (1976-2016). Predict the reactants needed to synthesize the given product. (1) Given the product [N:27]12[CH2:32][CH2:31][CH:30]([CH2:29][CH2:28]1)[C@H:25]([NH:24][C:19]([C:15]1[CH:16]=[CH:17][CH:18]=[C:12]3[O:11][C:10]([C:8]4[CH:7]=[CH:6][C:5]5[O:1][CH2:2][O:3][C:4]=5[CH:9]=4)=[N:14][C:13]=13)=[O:21])[CH2:26]2, predict the reactants needed to synthesize it. The reactants are: [O:1]1[C:5]2[CH:6]=[CH:7][C:8]([C:10]3[O:11][C:12]4[C:13](=[C:15]([C:19]([OH:21])=O)[CH:16]=[CH:17][CH:18]=4)[N:14]=3)=[CH:9][C:4]=2[O:3][CH2:2]1.Cl.Cl.[NH2:24][C@H:25]1[CH:30]2[CH2:31][CH2:32][N:27]([CH2:28][CH2:29]2)[CH2:26]1.Cl.C(N=C=NCCCN(C)C)C.ON1C2C=CC=CC=2N=N1.CCN(C(C)C)C(C)C. (2) Given the product [NH2:16][C:15]1[NH:19][NH:18][C:10](=[O:17])[C:9]=1[CH2:8][C:3]1[CH:4]=[CH:5][CH:6]=[CH:7][C:2]=1[Cl:1], predict the reactants needed to synthesize it. The reactants are: [Cl:1][C:2]1[CH:7]=[CH:6][CH:5]=[CH:4][C:3]=1[CH2:8][CH:9]([C:15]#[N:16])[C:10](OCC)=O.[OH2:17].[NH2:18][NH2:19]. (3) The reactants are: [CH:1]1[C:10]2[C:5](=[CH:6][CH:7]=[CH:8][CH:9]=2)[CH:4]=[CH:3][C:2]=1[C:11]1[CH:12]=[C:13]([NH:17][C:18]2[C:23]([N+:24]([O-])=O)=[CH:22][CH:21]=[CH:20][N:19]=2)[CH:14]=[CH:15][CH:16]=1.C(O)(=O)C. Given the product [CH:1]1[C:10]2[C:5](=[CH:6][CH:7]=[CH:8][CH:9]=2)[CH:4]=[CH:3][C:2]=1[C:11]1[CH:12]=[C:13]([NH:17][C:18]2[C:23]([NH2:24])=[CH:22][CH:21]=[CH:20][N:19]=2)[CH:14]=[CH:15][CH:16]=1, predict the reactants needed to synthesize it. (4) Given the product [CH3:1][S:2]([O:16][CH2:15][C:7]1[S:6][C:10]2[CH:11]=[CH:12][CH:13]=[CH:14][C:9]=2[N:8]=1)(=[O:4])=[O:3], predict the reactants needed to synthesize it. The reactants are: [CH3:1][S:2](Cl)(=[O:4])=[O:3].[S:6]1[C:10]2[CH:11]=[CH:12][CH:13]=[CH:14][C:9]=2[N:8]=[C:7]1[CH2:15][OH:16].C(N(C(C)C)CC)(C)C.C(=O)([O-])O.[Na+]. (5) Given the product [CH2:1]([O:8][C:9]1[C:17]([F:18])=[CH:16][C:15]([Br:19])=[CH:14][C:10]=1[C:11]([N:21]([CH3:22])[CH3:20])=[O:12])[C:2]1[CH:7]=[CH:6][CH:5]=[CH:4][CH:3]=1, predict the reactants needed to synthesize it. The reactants are: [CH2:1]([O:8][C:9]1[C:17]([F:18])=[CH:16][C:15]([Br:19])=[CH:14][C:10]=1[C:11](O)=[O:12])[C:2]1[CH:7]=[CH:6][CH:5]=[CH:4][CH:3]=1.[CH3:20][NH:21][CH3:22].CN1CCOCC1.CN(C(ON1N=NC2C=CC=NC1=2)=[N+](C)C)C.F[P-](F)(F)(F)(F)F. (6) Given the product [CH3:1][C:2]1([CH3:12])[O:6][C:5](=[CH:7][C:8]([N:20]([O:21][CH3:22])[CH2:19][C:18]2[CH:23]=[CH:24][C:15]([O:14][CH3:13])=[CH:16][CH:17]=2)=[O:9])[C:4](=[O:11])[O:3]1, predict the reactants needed to synthesize it. The reactants are: [CH3:1][C:2]1([CH3:12])[O:6][C:5](=[CH:7][C:8](Cl)=[O:9])[C:4](=[O:11])[O:3]1.[CH3:13][O:14][C:15]1[CH:24]=[CH:23][C:18]([CH2:19][NH:20][O:21][CH3:22])=[CH:17][CH:16]=1. (7) Given the product [NH2:7][C@H:8]([CH2:9][CH3:10])[CH2:11][NH:12][C:13]1[CH:18]=[CH:17][N:16]=[C:15]([C:19]2[CH:24]=[C:23]([C:25](=[O:32])[CH3:26])[CH:22]=[CH:21][C:20]=2[OH:27])[N:14]=1, predict the reactants needed to synthesize it. The reactants are: C(OC(=O)[NH:7][C@@H:8]([CH2:11][NH:12][C:13]1[CH:18]=[CH:17][N:16]=[C:15]([C:19]2[CH:24]=[C:23]([C:25]#[CH:26])[CH:22]=[CH:21][C:20]=2[OH:27])[N:14]=1)[CH2:9][CH3:10])(C)(C)C.FC(F)(F)C(O)=[O:32]. (8) Given the product [NH2:1][CH2:2][CH2:3][N:4]1[CH:8]=[C:7]([NH:9][C:10]([C:12]2[N:13]=[CH:14][S:34][C:16]=2[C:17]2[CH:18]=[C:19]([CH3:23])[CH:20]=[CH:21][CH:22]=2)=[O:11])[CH:6]=[N:5]1, predict the reactants needed to synthesize it. The reactants are: [NH2:1][CH2:2][CH2:3][N:4]1[CH:8]=[C:7]([NH:9][C:10]([C:12]2[N:13]=[CH:14]O[C:16]=2[C:17]2[CH:18]=[C:19]([CH3:23])[CH:20]=[CH:21][CH:22]=2)=[O:11])[CH:6]=[N:5]1.C1(C)C=CC=C(C2[S:34]C=NC=2C(O)=O)C=1.